This data is from Reaction yield outcomes from USPTO patents with 853,638 reactions. The task is: Predict the reaction yield, written as a fraction of the theoretical maximum amount of product (1.0 means a 100% yield; for example, 0.34 means a 34% yield). (1) The reactants are [CH3:1][C:2]([CH3:22])([CH3:21])[C@H:3]([OH:20])[CH2:4][N:5]1[CH:9]=[CH:8][C:7]([C:10]2[CH:15]=[CH:14][C:13]([C:16]([F:19])([F:18])[F:17])=[CH:12][CH:11]=2)=[N:6]1.N1C=CC=CC=1.Cl[C:30]([O:32][C:33]1[CH:38]=[CH:37][C:36]([N+:39]([O-:41])=[O:40])=[CH:35][CH:34]=1)=[O:31]. The catalyst is ClCCl. The product is [C:30](=[O:31])([O:32][C:33]1[CH:34]=[CH:35][C:36]([N+:39]([O-:41])=[O:40])=[CH:37][CH:38]=1)[O:20][C@H:3]([CH2:4][N:5]1[CH:9]=[CH:8][C:7]([C:10]2[CH:15]=[CH:14][C:13]([C:16]([F:19])([F:18])[F:17])=[CH:12][CH:11]=2)=[N:6]1)[C:2]([CH3:22])([CH3:21])[CH3:1]. The yield is 0.940. (2) The reactants are [Cl:1][C:2]1[C:3]([OH:44])=[C:4]([S:9]([N:12]([CH2:28][C:29]2[CH:30]=[C:31]([CH:41]=[CH:42][CH:43]=2)[CH2:32][NH:33]C(=O)OC(C)(C)C)[CH2:13][C:14]2[CH:19]=[CH:18][C:17]([O:20][C:21]3[CH:26]=[CH:25][C:24]([F:27])=[CH:23][CH:22]=3)=[CH:16][CH:15]=2)(=[O:11])=[O:10])[CH:5]=[C:6]([Cl:8])[CH:7]=1.C(O)(C(F)(F)F)=O. The catalyst is C(Cl)Cl. The product is [NH2:33][CH2:32][C:31]1[CH:30]=[C:29]([CH:43]=[CH:42][CH:41]=1)[CH2:28][N:12]([CH2:13][C:14]1[CH:15]=[CH:16][C:17]([O:20][C:21]2[CH:26]=[CH:25][C:24]([F:27])=[CH:23][CH:22]=2)=[CH:18][CH:19]=1)[S:9]([C:4]1[CH:5]=[C:6]([Cl:8])[CH:7]=[C:2]([Cl:1])[C:3]=1[OH:44])(=[O:10])=[O:11]. The yield is 0.700. (3) The reactants are [N+]([C:4]1[CH:11]=[CH:10][CH:9]=[C:8]([N+:12]([O-])=O)[C:5]=1[C:6]#[N:7])([O-])=O.[CH:15]1([OH:19])[CH2:18][CH2:17][CH2:16]1. No catalyst specified. The product is [NH2:12][C:8]1[CH:9]=[CH:10][CH:11]=[C:4]([O:19][CH:15]2[CH2:18][CH2:17][CH2:16]2)[C:5]=1[C:6]#[N:7]. The yield is 0.340.